Dataset: Peptide-MHC class I binding affinity with 185,985 pairs from IEDB/IMGT. Task: Regression. Given a peptide amino acid sequence and an MHC pseudo amino acid sequence, predict their binding affinity value. This is MHC class I binding data. (1) The peptide sequence is FQPQNAQFI. The MHC is H-2-Db with pseudo-sequence H-2-Db. The binding affinity (normalized) is 0.756. (2) The peptide sequence is YLACLAAVI. The MHC is HLA-A02:01 with pseudo-sequence HLA-A02:01. The binding affinity (normalized) is 0.610. (3) The peptide sequence is KFHQIEKEF. The MHC is HLA-A30:02 with pseudo-sequence HLA-A30:02. The binding affinity (normalized) is 0.245. (4) The MHC is HLA-A02:01 with pseudo-sequence HLA-A02:01. The binding affinity (normalized) is 0.457. The peptide sequence is KQIMECSRML. (5) The peptide sequence is SPTPGPSNA. The MHC is HLA-B58:01 with pseudo-sequence HLA-B58:01. The binding affinity (normalized) is 0.213. (6) The peptide sequence is RLRDLNQAV. The MHC is HLA-B51:01 with pseudo-sequence HLA-B51:01. The binding affinity (normalized) is 0.0847. (7) The peptide sequence is HAETESATL. The MHC is HLA-A11:01 with pseudo-sequence HLA-A11:01. The binding affinity (normalized) is 0.0847. (8) The peptide sequence is ITAQVPFSV. The MHC is HLA-A02:01 with pseudo-sequence HLA-A02:01. The binding affinity (normalized) is 0.579. (9) The peptide sequence is ETESATLFT. The MHC is HLA-B51:01 with pseudo-sequence HLA-B51:01. The binding affinity (normalized) is 0.0847. (10) The peptide sequence is GEAVMRMG. The MHC is HLA-B45:01 with pseudo-sequence HLA-B45:01. The binding affinity (normalized) is 0.288.